This data is from Forward reaction prediction with 1.9M reactions from USPTO patents (1976-2016). The task is: Predict the product of the given reaction. (1) Given the reactants C(O[CH:4]=[C:5]1[C:16]2[C:8](=[CH:9][CH:10]=[C:11]3[C:15]=2[S:14][CH:13]=[N:12]3)[NH:7][C:6]1=[O:17])C.[NH2:18][C:19]1[CH:24]=[CH:23][C:22]([S:25]([NH:28][C:29]2[S:30][CH:31]=[CH:32][N:33]=2)(=[O:27])=[O:26])=[CH:21][CH:20]=1, predict the reaction product. The product is: [O:17]=[C:6]1[C:5](=[CH:4][NH:18][C:19]2[CH:24]=[CH:23][C:22]([S:25]([NH:28][C:29]3[S:30][CH:31]=[CH:32][N:33]=3)(=[O:27])=[O:26])=[CH:21][CH:20]=2)[C:16]2[C:8](=[CH:9][CH:10]=[C:11]3[C:15]=2[S:14][CH:13]=[N:12]3)[NH:7]1. (2) Given the reactants [CH3:1][C:2]1[CH2:3][CH:4]2[C:9]([CH3:13])([CH2:10][C:11]=1[CH3:12])[C:8](=[O:14])[CH2:7][CH2:6][CH2:5]2.[H][H], predict the reaction product. The product is: [CH3:1][CH:2]1[CH:11]([CH3:12])[CH2:10][C:9]2([CH3:13])[CH:4]([CH2:5][CH2:6][CH2:7][C:8]2=[O:14])[CH2:3]1. (3) The product is: [CH3:29][C:28]1[CH:27]=[CH:26][C:21]([C:22]([O:24][CH3:25])=[O:23])=[CH:20][C:19]=1[NH:18][C:13](=[O:15])[C:12]1[CH:11]=[CH:10][C:9]([O:8][CH2:7][C:2]2[CH:3]=[CH:4][CH:5]=[CH:6][N:1]=2)=[CH:17][CH:16]=1. Given the reactants [N:1]1[CH:6]=[CH:5][CH:4]=[CH:3][C:2]=1[CH2:7][O:8][C:9]1[CH:17]=[CH:16][C:12]([C:13]([OH:15])=O)=[CH:11][CH:10]=1.[NH2:18][C:19]1[CH:20]=[C:21]([CH:26]=[CH:27][C:28]=1[CH3:29])[C:22]([O:24][CH3:25])=[O:23].CN(C(ON1N=NC2C=CC=NC1=2)=[N+](C)C)C.F[P-](F)(F)(F)(F)F.CCN(C(C)C)C(C)C.[OH-].[Na+], predict the reaction product.